This data is from Forward reaction prediction with 1.9M reactions from USPTO patents (1976-2016). The task is: Predict the product of the given reaction. The product is: [N:12]1[CH:17]=[CH:16][CH:15]=[CH:14][C:13]=1[O:18][C:19]1[CH:26]=[CH:25][C:22]([OH:5])=[CH:21][CH:20]=1. Given the reactants B(O)(O)O.[OH:5]O.S(=O)(=O)(O)O.[N:12]1[CH:17]=[CH:16][CH:15]=[CH:14][C:13]=1[O:18][C:19]1[CH:26]=[CH:25][C:22](C=O)=[CH:21][CH:20]=1, predict the reaction product.